From a dataset of Forward reaction prediction with 1.9M reactions from USPTO patents (1976-2016). Predict the product of the given reaction. (1) Given the reactants [BrH:1].[CH:2]1([C:7](=[CH2:11])[C:8]([OH:10])=[O:9])[CH2:6][CH2:5][CH2:4][CH2:3]1, predict the reaction product. The product is: [Br:1][CH2:11][CH:7]([CH:2]1[CH2:6][CH2:5][CH2:4][CH2:3]1)[C:8]([OH:10])=[O:9]. (2) Given the reactants [H-].[Na+].[C:3]([O:9][CH3:10])(=[O:8])[CH2:4][C:5]([CH3:7])=[O:6].[F:11][C:12]1[C:19]([F:20])=[CH:18][CH:17]=[CH:16][C:13]=1[CH2:14]Br, predict the reaction product. The product is: [F:11][C:12]1[C:19]([F:20])=[CH:18][CH:17]=[CH:16][C:13]=1[CH2:14][CH:4]([C:5](=[O:6])[CH3:7])[C:3]([O:9][CH3:10])=[O:8]. (3) Given the reactants Br[C:2]1[CH:3]=[C:4]([C:12]([O:14][CH2:15][CH3:16])=[O:13])[C:5]([C:8]([F:11])([F:10])[F:9])=[N:6][CH:7]=1.CC1(C)C(C)(C)[O:21][B:20](B2OC(C)(C)C(C)(C)O2)[O:19]1.CC([O-])=O.[K+], predict the reaction product. The product is: [CH2:15]([O:14][C:12]([C:4]1[CH:3]=[C:2]([B:20]([OH:21])[OH:19])[CH:7]=[N:6][C:5]=1[C:8]([F:11])([F:10])[F:9])=[O:13])[CH3:16]. (4) The product is: [ClH:20].[ClH:22].[Cl:22][C:23]1[CH:24]=[C:25]([C@@H:26]([OH:28])[CH2:27][NH:2][C@@H:3]([CH2:6][C:7]2[CH:8]=[CH:9][C:10]([O:13][C:14]3[C:15]([Cl:21])=[CH:16][N:17]=[CH:18][C:19]=3[Cl:20])=[CH:11][CH:12]=2)[CH2:4][OH:5])[CH:29]=[CH:30][CH:31]=1. Given the reactants Cl.[NH2:2][C@@H:3]([CH2:6][C:7]1[CH:12]=[CH:11][C:10]([O:13][C:14]2[C:19]([Cl:20])=[CH:18][N:17]=[CH:16][C:15]=2[Cl:21])=[CH:9][CH:8]=1)[CH2:4][OH:5].[Cl:22][C:23]1[CH:24]=[C:25]([CH:29]=[CH:30][CH:31]=1)[C@H:26]1[O:28][CH2:27]1.C(N(CC)C(C)C)(C)C, predict the reaction product. (5) Given the reactants [Si:1]([O:8][CH:9]([C:12]1[CH:17]=[CH:16][CH:15]=[C:14]([O:18][Si:19]([C:22]([CH3:25])([CH3:24])[CH3:23])([CH3:21])[CH3:20])[CH:13]=1)[CH2:10][NH2:11])([C:4]([CH3:7])([CH3:6])[CH3:5])([CH3:3])[CH3:2].CS([C:30]1[S:34][C:33]([C:35]2[CH:36]=[C:37]3[C:42](=[CH:43][CH:44]=2)[CH:41]=[N:40][CH:39]=[CH:38]3)=[N:32][N:31]=1)(=O)=O.CS(C1SC(C2C=C3C(=CC=2)C=NC=C3)=NN=1)=O, predict the reaction product. The product is: [Si:1]([O:8][CH:9]([C:12]1[CH:17]=[CH:16][CH:15]=[C:14]([O:18][Si:19]([C:22]([CH3:25])([CH3:24])[CH3:23])([CH3:20])[CH3:21])[CH:13]=1)[CH2:10][NH:11][C:30]1[S:34][C:33]([C:35]2[CH:36]=[C:37]3[C:42](=[CH:43][CH:44]=2)[CH:41]=[N:40][CH:39]=[CH:38]3)=[N:32][N:31]=1)([C:4]([CH3:7])([CH3:6])[CH3:5])([CH3:3])[CH3:2]. (6) Given the reactants I[C:2]1[CH:3]=[CH:4][CH:5]=[C:6]2[C:11]=1[N:10]=[C:9]([C@@H:12]([NH:15][C:16](=[O:22])[O:17][C:18]([CH3:21])([CH3:20])[CH3:19])[CH2:13][CH3:14])[N:8]([C:23]1[CH:27]=[CH:26][NH:25][N:24]=1)[C:7]2=[O:28].[CH3:29][N:30]1C(=O)CCC1, predict the reaction product. The product is: [C:29]([C:2]1[CH:3]=[CH:4][CH:5]=[C:6]2[C:11]=1[N:10]=[C:9]([C@@H:12]([NH:15][C:16](=[O:22])[O:17][C:18]([CH3:19])([CH3:21])[CH3:20])[CH2:13][CH3:14])[N:8]([C:23]1[CH:27]=[CH:26][NH:25][N:24]=1)[C:7]2=[O:28])#[N:30].